This data is from Catalyst prediction with 721,799 reactions and 888 catalyst types from USPTO. The task is: Predict which catalyst facilitates the given reaction. (1) Reactant: [Cl:1][C:2]1[CH:7]=[CH:6][C:5]([C:8]2[S:9][CH:10]=[C:11]([CH2:13][S:14][C:15]3[N:20]=[C:19]([N:21]([CH3:27])[CH2:22][C:23]([O:25][CH3:26])=[O:24])[C:18]([C:28]#[N:29])=[C:17]([C:30]4[CH:35]=[CH:34][C:33]([O:36][CH2:37][CH2:38][OH:39])=[CH:32][CH:31]=4)[C:16]=3[C:40]#[N:41])[N:12]=2)=[CH:4][CH:3]=1.C(=O)([O-])[O-].[Cs+].[Cs+]. Product: [NH2:29][C:28]1[C:18]2[C:19](=[N:20][C:15]([S:14][CH2:13][C:11]3[N:12]=[C:8]([C:5]4[CH:4]=[CH:3][C:2]([Cl:1])=[CH:7][CH:6]=4)[S:9][CH:10]=3)=[C:16]([C:40]#[N:41])[C:17]=2[C:30]2[CH:31]=[CH:32][C:33]([O:36][CH2:37][CH2:38][OH:39])=[CH:34][CH:35]=2)[N:21]([CH3:27])[C:22]=1[C:23]([O:25][CH3:26])=[O:24]. The catalyst class is: 10. (2) Reactant: [F:1][C:2]([F:13])([F:12])[C:3]1[CH:4]=[C:5]([CH:9]=[CH:10][CH:11]=1)[C:6]([OH:8])=O.CN1CCOCC1.F[P-](F)(F)(F)(F)F.N1(O[P+](N(C)C)(N(C)C)N(C)C)C2C=CC=CC=2N=N1.[NH2:48][C@H:49]1[CH2:53][CH2:52][N:51]([C@H:54]2[CH2:59][CH2:58][C@@H:57]([NH:60][C:61](=[O:67])[O:62][C:63]([CH3:66])([CH3:65])[CH3:64])[CH2:56][C@H:55]2[CH2:68][S:69]([CH3:72])(=[O:71])=[O:70])[C:50]1=[O:73]. Product: [CH3:72][S:69]([CH2:68][C@H:55]1[C@@H:54]([N:51]2[CH2:52][CH2:53][C@H:49]([NH:48][C:6](=[O:8])[C:5]3[CH:9]=[CH:10][CH:11]=[C:3]([C:2]([F:1])([F:13])[F:12])[CH:4]=3)[C:50]2=[O:73])[CH2:59][CH2:58][C@@H:57]([NH:60][C:61](=[O:67])[O:62][C:63]([CH3:65])([CH3:64])[CH3:66])[CH2:56]1)(=[O:71])=[O:70]. The catalyst class is: 3. (3) Reactant: [CH2:1]([C:3]1[S:28][C:6]2[N:7]([CH2:13][C:14]3[CH:19]=[CH:18][C:17]([C:20]4[C:21]([C:26]#[N:27])=[CH:22][CH:23]=[CH:24][CH:25]=4)=[CH:16][CH:15]=3)[C:8](=[O:12])[NH:9][C:10](=[O:11])[C:5]=2[CH:4]=1)[CH3:2].Br[CH2:30][C:31]([C:33]1[CH:38]=[CH:37][C:36]([O:39][CH3:40])=[C:35]([Br:41])[CH:34]=1)=[O:32].CN(C)C=O.[H-].[Na+]. Product: [Br:41][C:35]1[CH:34]=[C:33]([C:31](=[O:32])[CH2:30][N:9]2[C:10](=[O:11])[C:5]3[CH:4]=[C:3]([CH2:1][CH3:2])[S:28][C:6]=3[N:7]([CH2:13][C:14]3[CH:19]=[CH:18][C:17]([C:20]4[C:21]([C:26]#[N:27])=[CH:22][CH:23]=[CH:24][CH:25]=4)=[CH:16][CH:15]=3)[C:8]2=[O:12])[CH:38]=[CH:37][C:36]=1[O:39][CH3:40]. The catalyst class is: 13. (4) Reactant: [CH3:1][N:2]([CH2:15][CH2:16][N:17]1[CH2:22][CH2:21][O:20][CH2:19][CH2:18]1)[S:3]([C:6]1[CH:10]=[CH:9][S:8][C:7]=1[C:11]([O:13]C)=[O:12])(=[O:5])=[O:4].C1COCC1.[OH-].[Li+]. Product: [CH3:1][N:2]([CH2:15][CH2:16][N:17]1[CH2:22][CH2:21][O:20][CH2:19][CH2:18]1)[S:3]([C:6]1[CH:10]=[CH:9][S:8][C:7]=1[C:11]([OH:13])=[O:12])(=[O:5])=[O:4]. The catalyst class is: 6. (5) Product: [C:1]([N:5]1[CH2:6][CH2:7][C:8]([CH3:12])([CH3:11])[C:9]([C:20]([NH:19][C:13]2[CH:18]=[CH:17][CH:16]=[CH:15][CH:14]=2)=[O:21])=[CH:10]1)([CH3:4])([CH3:2])[CH3:3]. The catalyst class is: 2. Reactant: [C:1]([N:5]1[CH:10]=[CH:9][C:8]([CH3:12])([CH3:11])[CH2:7][CH2:6]1)([CH3:4])([CH3:3])[CH3:2].[C:13]1([N:19]=[C:20]=[O:21])[CH:18]=[CH:17][CH:16]=[CH:15][CH:14]=1.